Dataset: Catalyst prediction with 721,799 reactions and 888 catalyst types from USPTO. Task: Predict which catalyst facilitates the given reaction. (1) Reactant: [CH3:1][O:2][C:3]1[CH:4]=[C:5](/[CH:9]=[CH:10]/[C:11]([OH:13])=[O:12])[CH:6]=[CH:7][CH:8]=1.[C:14]([O-])([O-])=O.[K+].[K+].IC. Product: [CH3:1][O:2][C:3]1[CH:4]=[C:5](/[CH:9]=[CH:10]/[C:11]([O:13][CH3:14])=[O:12])[CH:6]=[CH:7][CH:8]=1. The catalyst class is: 21. (2) Reactant: Cl[C:2]1[C:11]2[C:6](=[CH:7][C:8]([N:15]3[CH2:20][CH2:19][CH:18]([N:21]4[CH2:25][CH2:24][CH2:23][CH2:22]4)[CH2:17][CH2:16]3)=[C:9]([N+:12]([O-:14])=[O:13])[CH:10]=2)[N:5]=[CH:4][C:3]=1[C:26]#[N:27].[Cl:28][C:29]1[CH:30]=[C:31]([CH:33]=[CH:34][C:35]=1[S:36][C:37]1[N:38]([CH3:42])[CH:39]=[CH:40][N:41]=1)[NH2:32].Cl.N1C=CC=CC=1.C(=O)(O)[O-].[Na+]. Product: [Cl:28][C:29]1[CH:30]=[C:31]([NH:32][C:2]2[C:11]3[C:6](=[CH:7][C:8]([N:15]4[CH2:20][CH2:19][CH:18]([N:21]5[CH2:22][CH2:23][CH2:24][CH2:25]5)[CH2:17][CH2:16]4)=[C:9]([N+:12]([O-:14])=[O:13])[CH:10]=3)[N:5]=[CH:4][C:3]=2[C:26]#[N:27])[CH:33]=[CH:34][C:35]=1[S:36][C:37]1[N:38]([CH3:42])[CH:39]=[CH:40][N:41]=1. The catalyst class is: 486. (3) Reactant: [CH2:1]([N:3]1[C:7]2=[N:8][C:9]([CH2:33][CH3:34])=[C:10]([CH2:19][NH:20][C:21]([C:23]3[CH:24]=[C:25]([CH:30]=[CH:31][CH:32]=3)[C:26]([O:28]C)=[O:27])=[O:22])[C:11]([NH:12][CH:13]3[CH2:18][CH2:17][O:16][CH2:15][CH2:14]3)=[C:6]2[CH:5]=[N:4]1)[CH3:2].O[Li].O.Cl. Product: [CH2:1]([N:3]1[C:7]2=[N:8][C:9]([CH2:33][CH3:34])=[C:10]([CH2:19][NH:20][C:21]([C:23]3[CH:24]=[C:25]([CH:30]=[CH:31][CH:32]=3)[C:26]([OH:28])=[O:27])=[O:22])[C:11]([NH:12][CH:13]3[CH2:18][CH2:17][O:16][CH2:15][CH2:14]3)=[C:6]2[CH:5]=[N:4]1)[CH3:2]. The catalyst class is: 24. (4) Reactant: [O:1]=[C:2]1[C:11]2[C:6](=[C:7]([C:12]([O:14][CH3:15])=[O:13])[CH:8]=[CH:9][CH:10]=2)[NH:5][CH:4]=[N:3]1.[I:16]N1C(=O)CCC1=O.C(=O)([O-])[O-].[K+].[K+]. Product: [I:16][C:9]1[CH:10]=[C:11]2[C:6](=[C:7]([C:12]([O:14][CH3:15])=[O:13])[CH:8]=1)[NH:5][CH:4]=[N:3][C:2]2=[O:1]. The catalyst class is: 65. (5) Reactant: BrC1C=C(C=CC=O)C=C(OC)C=1OC.COC1C=C(C=C(OC)C=1OC)C=O.[CH3:30][O:31][C:32]1[CH:33]=[C:34]([CH:42]=[CH:43][CH:44]=[O:45])[CH:35]=[C:36]([O:40][CH3:41])[C:37]=1[O:38][CH3:39].[CH3:46][O:47][C:48]1[CH:49]=[C:50]([OH:54])[CH:51]=[CH:52][CH:53]=1.N1CCOCC1. Product: [CH3:41][O:40][C:36]1[CH:35]=[C:34]([CH:42]=[CH:43][CH:44]=[O:45])[CH:33]=[C:32]([O:31][CH3:30])[C:37]=1[O:38][CH3:39].[CH3:46][O:47][C:48]1[CH:49]=[C:50]2[C:51]([CH:42]([C:34]3[CH:33]=[C:32]([O:31][CH3:30])[C:37]([O:38][CH3:39])=[C:36]([O:40][CH3:41])[CH:35]=3)[CH2:43][CH:44]([OH:45])[O:54]2)=[CH:52][CH:53]=1. The catalyst class is: 5.